This data is from Reaction yield outcomes from USPTO patents with 853,638 reactions. The task is: Predict the reaction yield, written as a fraction of the theoretical maximum amount of product (1.0 means a 100% yield; for example, 0.34 means a 34% yield). (1) The reactants are [F:1][C:2]1[CH:3]=[C:4]([CH:6]=[CH:7][C:8]=1[CH3:9])[NH2:5].Cl[CH2:11][CH2:12][C:13](Cl)=[O:14].C([O-])([O-])=O.[K+].[K+].[Al+3].[Cl-].[Cl-].[Cl-].Cl. The catalyst is CC#N. The product is [F:1][C:2]1[CH:3]=[C:4]2[C:6]([CH2:11][CH2:12][C:13](=[O:14])[NH:5]2)=[CH:7][C:8]=1[CH3:9]. The yield is 0.110. (2) The reactants are Br[C:2]1[CH:8]=[CH:7][C:5]([NH2:6])=[C:4]([F:9])[CH:3]=1.[CH3:10][PH:11](=[O:13])[CH3:12].CC1(C)C2C(=C(P(C3C=CC=CC=3)C3C=CC=CC=3)C=CC=2)OC2C(P(C3C=CC=CC=3)C3C=CC=CC=3)=CC=CC1=2.P([O-])([O-])([O-])=O.[K+].[K+].[K+]. The catalyst is CN(C=O)C.C([O-])(=O)C.[Pd+2].C([O-])(=O)C. The product is [CH3:10][P:11]([C:2]1[CH:8]=[CH:7][C:5]([NH2:6])=[C:4]([F:9])[CH:3]=1)([CH3:12])=[O:13]. The yield is 0.200. (3) The reactants are [NH2:1][CH:2]1[C:8](=[O:9])[N:7]2[CH:10]([C:14]([O:16][C:17]([CH3:20])([CH3:19])[CH3:18])=[O:15])[CH2:11][CH2:12][CH2:13][N:6]2[C:5](=[O:21])[CH2:4][CH2:3]1.C(N(C(C)C)CC)(C)C.[CH3:31][S:32](Cl)(=[O:34])=[O:33]. The catalyst is C(Cl)Cl.CCOC(C)=O. The product is [O:21]=[C:5]1[CH2:4][CH2:3][C@H:2]([NH:1][S:32]([CH3:31])(=[O:34])=[O:33])[C:8](=[O:9])[N:7]2[C@H:10]([C:14]([O:16][C:17]([CH3:18])([CH3:20])[CH3:19])=[O:15])[CH2:11][CH2:12][CH2:13][N:6]12. The yield is 0.770. (4) The reactants are [NH:1]1[C:5]2[CH:6]=[CH:7][CH:8]=[CH:9][C:4]=2[N:3]=[C:2]1[CH2:10][N:11]([CH:16]1[C:25]2[N:24]=[CH:23][CH:22]=[CH:21][C:20]=2[CH2:19][CH2:18][CH2:17]1)[CH2:12][CH2:13][CH2:14][NH2:15].O.ON1C2C=CC=CC=2N=N1.Cl.CN(C)CCCN=C=NCC.[C:49](O)(=[O:56])[C:50]1[CH:55]=[CH:54][CH:53]=[CH:52][CH:51]=1. The catalyst is CN(C=O)C.C(OCC)(=O)C.O. The product is [NH:1]1[C:5]2[CH:6]=[CH:7][CH:8]=[CH:9][C:4]=2[N:3]=[C:2]1[CH2:10][N:11]([CH:16]1[C:25]2[N:24]=[CH:23][CH:22]=[CH:21][C:20]=2[CH2:19][CH2:18][CH2:17]1)[CH2:12][CH2:13][CH2:14][NH:15][C:49](=[O:56])[C:50]1[CH:55]=[CH:54][CH:53]=[CH:52][CH:51]=1. The yield is 0.370. (5) The reactants are [CH3:1][C:2]([NH:8][C:9]([C:11]1[CH:31]=[CH:30][CH:29]=[CH:28][C:12]=1[C:13]([NH:15][C:16]1[CH:21]=[CH:20][C:19]([O:22][C:23]([F:26])([F:25])[F:24])=[CH:18][C:17]=1[CH3:27])=[O:14])=[O:10])([CH3:7])[CH:3]=[N:4][O:5][CH3:6].BrN1C(=O)CCC1=O.[Cl:40]N1C(=O)CCC1=O. No catalyst specified. The product is [Cl:40][C:31]1[C:11]([C:9]([NH:8][C:2]([CH3:1])([CH3:7])[CH:3]=[N:4][O:5][CH3:6])=[O:10])=[C:12]([CH:28]=[CH:29][CH:30]=1)[C:13]([NH:15][C:16]1[CH:21]=[CH:20][C:19]([O:22][C:23]([F:24])([F:25])[F:26])=[CH:18][C:17]=1[CH3:27])=[O:14]. The yield is 0.630.